This data is from Forward reaction prediction with 1.9M reactions from USPTO patents (1976-2016). The task is: Predict the product of the given reaction. Given the reactants [CH3:1][CH:2]([C@H:4]1[CH:8]=[CH:7][CH2:6][N:5]1[C:9]([O:11][CH2:12][C:13]1[CH:18]=[CH:17][CH:16]=[CH:15][CH:14]=1)=[O:10])[CH3:3].B.C1C[O:23]CC1.[OH-].[Na+].OO.[O-]S([O-])=O.[Na+].[Na+], predict the reaction product. The product is: [OH:23][C@@H:7]1[CH2:6][N:5]([C:9]([O:11][CH2:12][C:13]2[CH:14]=[CH:15][CH:16]=[CH:17][CH:18]=2)=[O:10])[C@@H:4]([CH:2]([CH3:1])[CH3:3])[CH2:8]1.